Dataset: Full USPTO retrosynthesis dataset with 1.9M reactions from patents (1976-2016). Task: Predict the reactants needed to synthesize the given product. Given the product [CH:3]1[C:4]2[C:8]3[CH:9]=[C:10]([C:21]#[N:22])[CH:11]=[CH:12][C:7]=3[O:6][C:5]=2[CH:14]=[CH:15][C:2]=1[C:16]#[N:17], predict the reactants needed to synthesize it. The reactants are: I[C:2]1[CH:15]=[CH:14][C:5]2[O:6][C:7]3[CH:12]=[CH:11][C:10](I)=[CH:9][C:8]=3[C:4]=2[CH:3]=1.[C:16]([Cu])#[N:17].[NH4+].[OH-].[CH3:21][N:22](C=O)C.